Dataset: Reaction yield outcomes from USPTO patents with 853,638 reactions. Task: Predict the reaction yield, written as a fraction of the theoretical maximum amount of product (1.0 means a 100% yield; for example, 0.34 means a 34% yield). (1) The reactants are [I:1][C:2]1[CH:3]=[C:4]([N+:12]([O-])=O)[CH:5]=[C:6]2[C:10]=1[NH:9][CH:8]([CH3:11])[CH2:7]2.[Cl-:15].[NH4+]. The catalyst is CO.O.[Fe]. The product is [ClH:15].[I:1][C:2]1[CH:3]=[C:4]([NH2:12])[CH:5]=[C:6]2[C:10]=1[NH:9][C:8]([CH3:11])=[CH:7]2. The yield is 0.810. (2) The reactants are B.C1COCC1.B1(C)OC(C2C=CC=CC=2)(C2C=CC=CC=2)[C@H]2N1CCC2.Br.[Br:29][CH2:30][C:31]([C:33]1[CH:34]=[N:35][CH:36]=[CH:37][CH:38]=1)=[O:32]. The catalyst is C1COCC1. The product is [Br:29][CH2:30][C@@H:31]([C:33]1[CH:34]=[N:35][CH:36]=[CH:37][CH:38]=1)[OH:32]. The yield is 0.340. (3) The reactants are Br[C:2]1[CH:3]=[C:4]2[NH:10][C:9]([C:11]([N:13]3[CH2:18][CH2:17][CH:16]([C:19]4[CH:24]=[CH:23][CH:22]=[CH:21][C:20]=4[C:25]([F:28])([F:27])[F:26])[CH2:15][CH2:14]3)=[O:12])=[CH:8][C:5]2=[N:6][CH:7]=1.[NH:29]1[CH2:34][CH2:33][O:32][CH2:31][CH2:30]1.C([O-])([O-])=O.[Cs+].[Cs+].[NH4+].[OH-]. The catalyst is CS(C)=O.[Cl-].[Na+].O.[Cu]I. The product is [O:32]1[CH2:33][CH2:34][N:29]([C:2]2[CH:3]=[C:4]3[NH:10][C:9]([C:11]([N:13]4[CH2:18][CH2:17][CH:16]([C:19]5[CH:24]=[CH:23][CH:22]=[CH:21][C:20]=5[C:25]([F:28])([F:27])[F:26])[CH2:15][CH2:14]4)=[O:12])=[CH:8][C:5]3=[N:6][CH:7]=2)[CH2:30][CH2:31]1. The yield is 0.0400.